From a dataset of Catalyst prediction with 721,799 reactions and 888 catalyst types from USPTO. Predict which catalyst facilitates the given reaction. (1) Reactant: [NH:1]1[C:5]([C:6]2[CH:7]=[C:8]([CH:10]=[CH:11][CH:12]=2)[NH2:9])=[N:4][N:3]=[N:2]1.[NH2:13][C:14]1[CH:15]=[C:16]([CH:20]=[C:21]([C:23]([F:26])([F:25])[F:24])[CH:22]=1)[C:17](O)=[O:18].Cl.C(N=C=NCCCN(C)C)C.ON1C2C=CC=CC=2N=N1.CCN(C(C)C)C(C)C. Product: [NH2:13][C:14]1[CH:15]=[C:16]([CH:20]=[C:21]([C:23]([F:24])([F:25])[F:26])[CH:22]=1)[C:17]([NH:9][C:8]1[CH:10]=[CH:11][CH:12]=[C:6]([C:5]2[NH:1][N:2]=[N:3][N:4]=2)[CH:7]=1)=[O:18]. The catalyst class is: 3. (2) The catalyst class is: 5. Reactant: CC(C)([S@@]([NH:6][C@H:7]([C:28]1[CH:33]=[CH:32][CH:31]=[CH:30][CH:29]=1)[C:8]1[CH:27]=[CH:26][C:11]([C:12]([NH:14][C:15]2[S:16][C:17]3[CH:23]=[C:22]([O:24][CH3:25])[CH:21]=[CH:20][C:18]=3[N:19]=2)=[O:13])=[CH:10][CH:9]=1)=O)C.Cl. Product: [NH2:6][C@H:7]([C:28]1[CH:29]=[CH:30][CH:31]=[CH:32][CH:33]=1)[C:8]1[CH:27]=[CH:26][C:11]([C:12]([NH:14][C:15]2[S:16][C:17]3[CH:23]=[C:22]([O:24][CH3:25])[CH:21]=[CH:20][C:18]=3[N:19]=2)=[O:13])=[CH:10][CH:9]=1. (3) Reactant: [CH3:1][O:2][C:3]1[N:8]=[C:7]([N:9]2[CH2:14][CH2:13][O:12][CH2:11][CH2:10]2)[N:6]=[C:5]([NH:15][C@@H:16]2[CH2:21][CH2:20][CH2:19][N:18]([C:22]([O:24][C:25]([CH3:28])([CH3:27])[CH3:26])=[O:23])[CH2:17]2)[CH:4]=1.C1C(=O)N([I:36])C(=O)C1. Product: [I:36][C:4]1[C:5]([NH:15][C@@H:16]2[CH2:21][CH2:20][CH2:19][N:18]([C:22]([O:24][C:25]([CH3:28])([CH3:27])[CH3:26])=[O:23])[CH2:17]2)=[N:6][C:7]([N:9]2[CH2:14][CH2:13][O:12][CH2:11][CH2:10]2)=[N:8][C:3]=1[O:2][CH3:1]. The catalyst class is: 10.